This data is from Peptide-MHC class II binding affinity with 134,281 pairs from IEDB. The task is: Regression. Given a peptide amino acid sequence and an MHC pseudo amino acid sequence, predict their binding affinity value. This is MHC class II binding data. (1) The peptide sequence is YDKFRANVSTVLTGK. The MHC is DRB1_0802 with pseudo-sequence DRB1_0802. The binding affinity (normalized) is 0.434. (2) The peptide sequence is EKKYFAANQFEPLAA. The MHC is HLA-DQA10301-DQB10302 with pseudo-sequence HLA-DQA10301-DQB10302. The binding affinity (normalized) is 0.202. (3) The peptide sequence is LTPVTMAEVRLAAMFKK. The MHC is HLA-DQA10201-DQB10402 with pseudo-sequence HLA-DQA10201-DQB10402. The binding affinity (normalized) is 0.728. (4) The peptide sequence is TLWQRPIVTIKIGGQLKEAL. The MHC is DRB4_0101 with pseudo-sequence DRB4_0103. The binding affinity (normalized) is 0.421. (5) The peptide sequence is QRMFTREELIHFPEF. The MHC is DRB1_0701 with pseudo-sequence DRB1_0701. The binding affinity (normalized) is 0.383. (6) The binding affinity (normalized) is 0.103. The MHC is DRB1_0901 with pseudo-sequence DRB1_0901. The peptide sequence is MASSSSVLLVVALFA. (7) The peptide sequence is ICGIVYWMRRHTQKAPKRIRLPHIRED. The MHC is DRB1_1101 with pseudo-sequence DRB1_1101. The binding affinity (normalized) is 0.851. (8) The peptide sequence is SLELELIGSKRILDE. The MHC is DRB1_0404 with pseudo-sequence DRB1_0404. The binding affinity (normalized) is 0.386. (9) The peptide sequence is AVTFVNAPALAAERG. The MHC is HLA-DPA10201-DPB10501 with pseudo-sequence HLA-DPA10201-DPB10501. The binding affinity (normalized) is 0.0676. (10) The peptide sequence is SYTIVSSLGVDDVGT. The MHC is DRB1_0401 with pseudo-sequence DRB1_0401. The binding affinity (normalized) is 0.336.